This data is from Forward reaction prediction with 1.9M reactions from USPTO patents (1976-2016). The task is: Predict the product of the given reaction. (1) Given the reactants [F:1][C:2]1[CH:3]=[C:4]([CH:8]=[CH:9][C:10]=1[I:11])[C:5]([NH2:7])=[O:6].C(Cl)(=O)[C:13](Cl)=[O:14], predict the reaction product. The product is: [F:1][C:2]1[CH:3]=[C:4]([CH:8]=[CH:9][C:10]=1[I:11])[C:5]([N:7]=[C:13]=[O:14])=[O:6]. (2) The product is: [CH2:27]([N:24]1[CH2:25][CH2:26][N:21]([S:18]([C:15]2[CH:14]=[CH:13][C:12]([C:10]3[NH:11][C:7]4[C:6](=[O:35])[N:5]([CH3:36])[C:4](=[O:38])[N:3]([CH3:1])[C:8]=4[CH:9]=3)=[CH:17][CH:16]=2)(=[O:20])=[O:19])[CH2:22][CH2:23]1)[C:45]1[CH:44]=[CH:9][CH:8]=[CH:7][CH:6]=1. Given the reactants [CH2:1]([N:3]1[C:8]2[CH:9]=[C:10]([C:12]3[CH:17]=[CH:16][C:15]([S:18]([N:21]4[CH2:26][CH2:25][N:24]([CH2:27]CC5C=CC=CC=5)[CH2:23][CH2:22]4)(=[O:20])=[O:19])=[CH:14][CH:13]=3)[NH:11][C:7]=2[C:6](=[O:35])[N:5]([CH2:36]C)[C:4]1=[O:38])C.C(N([CH2:44][CH3:45])CC)C, predict the reaction product.